The task is: Regression. Given a peptide amino acid sequence and an MHC pseudo amino acid sequence, predict their binding affinity value. This is MHC class I binding data.. This data is from Peptide-MHC class I binding affinity with 185,985 pairs from IEDB/IMGT. (1) The peptide sequence is RETWTVNDI. The MHC is Mamu-A11 with pseudo-sequence Mamu-A11. The binding affinity (normalized) is 0.932. (2) The peptide sequence is HYDYRLWHY. The MHC is HLA-A01:01 with pseudo-sequence HLA-A01:01. The binding affinity (normalized) is 0. (3) The MHC is Mamu-B8301 with pseudo-sequence Mamu-B8301. The binding affinity (normalized) is 0. The peptide sequence is MLNCVGDHQA.